This data is from Forward reaction prediction with 1.9M reactions from USPTO patents (1976-2016). The task is: Predict the product of the given reaction. (1) Given the reactants [CH3:1][C:2]1[CH:45]=[C:44]([CH3:46])[CH:43]=[CH:42][C:3]=1[O:4][CH2:5][C@H:6]([OH:41])[CH2:7][NH:8][C:9]1[CH:14]=[CH:13][NH:12][C:11](=[O:15])[C:10]=1[C:16]1[NH:27][C:26]2[C:18](=[CH:19][C:20]3[CH2:21][N:22]([CH:29]4[CH2:34][CH2:33][N:32]([CH2:35][CH2:36][S:37]([CH3:40])(=[O:39])=[O:38])[CH2:31][CH2:30]4)[C:23](=[O:28])[C:24]=3[CH:25]=2)[N:17]=1.[CH3:47][C:48](O)=[O:49], predict the reaction product. The product is: [CH3:1][C:2]1[CH:45]=[C:44]([CH3:46])[CH:43]=[CH:42][C:3]=1[O:4][CH2:5][CH:6]([O:41][C:48](=[O:49])[CH3:47])[CH2:7][NH:8][C:9]1[CH:14]=[CH:13][NH:12][C:11](=[O:15])[C:10]=1[C:16]1[NH:27][C:26]2[C:18]([N:17]=1)=[CH:19][C:20]1[CH2:21][N:22]([CH:29]3[CH2:34][CH2:33][N:32]([CH2:35][CH2:36][S:37]([CH3:40])(=[O:39])=[O:38])[CH2:31][CH2:30]3)[C:23](=[O:28])[C:24]=1[CH:25]=2. (2) Given the reactants [CH2:1]([N:5]1[C:13]2[C:8](=[CH:9][CH:10]=[C:11]([C:14]([OH:16])=O)[CH:12]=2)[CH:7]=[N:6]1)[CH2:2][CH2:3][CH3:4].C1C=CC2N(O)N=NC=2C=1.CN(C(ON1N=NC2C=CC=NC1=2)=[N+](C)C)C.F[P-](F)(F)(F)(F)F.[NH2:51][C@@H:52]([CH2:66][C:67]1[CH:72]=[C:71]([F:73])[CH:70]=[C:69]([F:74])[CH:68]=1)[C@H:53]([OH:65])[CH2:54][NH:55][CH2:56][C:57]1[CH:62]=[CH:61][CH:60]=[C:59]([CH2:63][CH3:64])[CH:58]=1, predict the reaction product. The product is: [CH2:1]([N:5]1[C:13]2[C:8](=[CH:9][CH:10]=[C:11]([C:14]([NH:51][C@@H:52]([CH2:66][C:67]3[CH:68]=[C:69]([F:74])[CH:70]=[C:71]([F:73])[CH:72]=3)[C@H:53]([OH:65])[CH2:54][NH:55][CH2:56][C:57]3[CH:62]=[CH:61][CH:60]=[C:59]([CH2:63][CH3:64])[CH:58]=3)=[O:16])[CH:12]=2)[CH:7]=[N:6]1)[CH2:2][CH2:3][CH3:4].